Dataset: hERG Central: cardiac toxicity at 1µM, 10µM, and general inhibition. Task: Predict hERG channel inhibition at various concentrations. (1) The compound is CC(C)/C=C/CN1CCCC(N2CCN(c3cccc(Cl)c3)CC2)C1. Results: hERG_inhib (hERG inhibition (general)): blocker. (2) The compound is CCOC(=O)c1cnc2ccc(OCC)cc2c1NCCN1CCOCC1.Cl. Results: hERG_inhib (hERG inhibition (general)): blocker. (3) Results: hERG_inhib (hERG inhibition (general)): blocker. The compound is CCOC(=O)c1c(C)n(C)c2ccc(O)c(CN3CCCCC3)c12. (4) The molecule is CCCN1CCN(CCCNC(=O)c2ccc3c(Cl)c4c(nc3c2)CCCC4)CC1. Results: hERG_inhib (hERG inhibition (general)): blocker. (5) The compound is Cc1ccccc1Nc1nc(NCc2ccco2)c2ccccc2n1.Cl. Results: hERG_inhib (hERG inhibition (general)): blocker. (6) The compound is Cc1ccc(C(CCNC(C)c2cccs2)c2ccco2)cc1. Results: hERG_inhib (hERG inhibition (general)): blocker.